This data is from Catalyst prediction with 721,799 reactions and 888 catalyst types from USPTO. The task is: Predict which catalyst facilitates the given reaction. (1) Reactant: [Cl-].[CH3:2][O:3][C:4]([C:6]1[CH:31]=[CH:30][C:9]([CH2:10][P+](C2C=CC=CC=2)(C2C=CC=CC=2)C2C=CC=CC=2)=[CH:8][CH:7]=1)=[O:5].CC(C)([O-])C.[K+].[F:38][C:39]([F:62])([F:61])[CH2:40][CH2:41][CH:42]([C:45]1[CH:46]=[N:47][C:48]([C:51]2[CH:56]=[CH:55][C:54]([C:57]([F:60])([F:59])[F:58])=[CH:53][CH:52]=2)=[CH:49][CH:50]=1)[CH:43]=O. Product: [CH3:2][O:3][C:4](=[O:5])[C:6]1[CH:7]=[CH:8][C:9](/[CH:10]=[CH:43]/[CH:42]([C:45]2[CH:46]=[N:47][C:48]([C:51]3[CH:56]=[CH:55][C:54]([C:57]([F:60])([F:58])[F:59])=[CH:53][CH:52]=3)=[CH:49][CH:50]=2)[CH2:41][CH2:40][C:39]([F:38])([F:62])[F:61])=[CH:30][CH:31]=1. The catalyst class is: 11. (2) Reactant: [OH-].[Na+].[CH:3]1([C:6]2[C:11]([C:12]3[CH:17]=[CH:16][C:15]([F:18])=[CH:14][CH:13]=3)=[C:10]([F:19])[C:9]([O:20][CH2:21][CH3:22])=[C:8]([CH2:23][N:24]3[CH2:29][CH2:28][CH:27]([N:30]4[CH:35]=[CH:34][C:33]([C:36]([O:38]C)=[O:37])=[C:32]([CH3:40])[C:31]4=[O:41])[CH2:26][CH2:25]3)[CH:7]=2)[CH2:5][CH2:4]1. Product: [CH:3]1([C:6]2[C:11]([C:12]3[CH:13]=[CH:14][C:15]([F:18])=[CH:16][CH:17]=3)=[C:10]([F:19])[C:9]([O:20][CH2:21][CH3:22])=[C:8]([CH2:23][N:24]3[CH2:25][CH2:26][CH:27]([N:30]4[CH:35]=[CH:34][C:33]([C:36]([OH:38])=[O:37])=[C:32]([CH3:40])[C:31]4=[O:41])[CH2:28][CH2:29]3)[CH:7]=2)[CH2:5][CH2:4]1. The catalyst class is: 8. (3) Reactant: [Se](=O)=[O:2].[CH3:4][C:5]1[CH:14]=[N:13][C:12]2[C:7](=[CH:8][CH:9]=[CH:10][CH:11]=2)[N:6]=1. Product: [N:6]1[C:7]2[C:12](=[CH:11][CH:10]=[CH:9][CH:8]=2)[N:13]=[CH:14][C:5]=1[CH:4]=[O:2]. The catalyst class is: 38. (4) Reactant: [Cl:1][C:2]1[CH:7]=[CH:6][N:5]=[C:4]2[NH:8][C:9]([C:11]3[CH:16]=[CH:15][C:14]([CH2:17][N:18]4[CH2:23][CH2:22][O:21][CH2:20][CH2:19]4)=[CH:13][CH:12]=3)=[N:10][C:3]=12.[NH2:24][C:25]([C:27]1[CH:32]=[CH:31][C:30](B(O)O)=[CH:29][CH:28]=1)=[O:26].C(=O)([O-])[O-].[Na+].[Na+]. Product: [ClH:1].[N:18]1([CH2:17][C:14]2[CH:15]=[CH:16][C:11]([C:9]3[NH:8][C:4]4=[N:5][CH:6]=[CH:7][C:2]([C:30]5[CH:31]=[CH:32][C:27]([C:25]([NH2:24])=[O:26])=[CH:28][CH:29]=5)=[C:3]4[N:10]=3)=[CH:12][CH:13]=2)[CH2:23][CH2:22][O:21][CH2:20][CH2:19]1. The catalyst class is: 140.